This data is from Forward reaction prediction with 1.9M reactions from USPTO patents (1976-2016). The task is: Predict the product of the given reaction. (1) The product is: [CH:15]([C:19]1[C:20]([S:37]([CH3:38])(=[O:9])=[O:39])=[N:21][C:22]([N:32]2[CH:36]=[CH:35][CH:34]=[N:33]2)=[N:23][C:24]=1[N:25]1[CH2:30][CH2:29][CH:28]([CH3:31])[CH2:27][CH2:26]1)([CH2:17][CH3:18])[CH3:16]. Given the reactants ClC1C=CC=C(C(OO)=[O:9])C=1.ClCCl.[CH:15]([C:19]1[C:20]([S:37][CH3:38])=[N:21][C:22]([N:32]2[CH:36]=[CH:35][CH:34]=[N:33]2)=[N:23][C:24]=1[N:25]1[CH2:30][CH2:29][CH:28]([CH3:31])[CH2:27][CH2:26]1)([CH2:17][CH3:18])[CH3:16].[OH2:39], predict the reaction product. (2) Given the reactants C([NH:5][S:6]([C:9]1([CH2:12][CH:13]=[CH2:14])[CH2:11][CH2:10]1)(=[O:8])=[O:7])(C)(C)C.CC1(S(N)(=O)=O)CC1, predict the reaction product. The product is: [CH2:12]([C:9]1([S:6]([NH2:5])(=[O:8])=[O:7])[CH2:11][CH2:10]1)[CH:13]=[CH2:14]. (3) Given the reactants [SH:1][CH2:2][C:3]1([CH2:6][C:7]([OH:9])=[O:8])[CH2:5][CH2:4]1.C1OCCOCCOCCOCCOC1.C[Si]([N-][Si](C)(C)C)(C)C.[Na+].CS(O[C@H:40]([C:53]1[CH:58]=[CH:57][CH:56]=[C:55]([CH:59]2[O:64][CH2:63][C:62]([CH3:66])([CH3:65])[CH2:61][O:60]2)[CH:54]=1)[CH2:41][CH2:42][C:43]1[CH:48]=[CH:47][CH:46]=[CH:45][C:44]=1[C:49]([O:51][CH3:52])=[O:50])(=O)=O.C(O)(=O)C(C(C(O)=O)O)O, predict the reaction product. The product is: [CH3:52][O:51][C:49]([C:44]1[CH:45]=[CH:46][CH:47]=[CH:48][C:43]=1[CH2:42][CH2:41][C@@H:40]([S:1][CH2:2][C:3]1([CH2:6][C:7]([OH:9])=[O:8])[CH2:5][CH2:4]1)[C:53]1[CH:58]=[CH:57][CH:56]=[C:55]([CH:59]2[O:60][CH2:61][C:62]([CH3:66])([CH3:65])[CH2:63][O:64]2)[CH:54]=1)=[O:50]. (4) Given the reactants [OH:1][C:2]1[CH:3]=[C:4]([CH:9]=[C:10]([C:12]2[CH:17]=[CH:16][C:15]([CH3:18])=[CH:14][N:13]=2)[CH:11]=1)[C:5]([O:7][CH3:8])=[O:6].Br[C:20]1[S:21][CH:22]=[CH:23][N:24]=1.C(=O)([O-])[O-].[K+].[K+].CS(C)=O, predict the reaction product. The product is: [CH3:18][C:15]1[CH:16]=[CH:17][C:12]([C:10]2[CH:9]=[C:4]([CH:3]=[C:2]([O:1][C:20]3[S:21][CH:22]=[CH:23][N:24]=3)[CH:11]=2)[C:5]([O:7][CH3:8])=[O:6])=[N:13][CH:14]=1. (5) Given the reactants [H-].[Na+].[CH3:3][O:4][C:5]1[CH:12]=[CH:11][C:8]([CH2:9][OH:10])=[CH:7][CH:6]=1.[Cl:13][C:14]1[CH:19]=[C:18]([N:20]2[CH2:25][CH2:24][O:23][CH2:22][CH2:21]2)[CH:17]=[C:16](Cl)[N:15]=1.O, predict the reaction product. The product is: [Cl:13][C:14]1[CH:19]=[C:18]([N:20]2[CH2:21][CH2:22][O:23][CH2:24][CH2:25]2)[CH:17]=[C:16]([O:10][CH2:9][C:8]2[CH:11]=[CH:12][C:5]([O:4][CH3:3])=[CH:6][CH:7]=2)[N:15]=1. (6) Given the reactants Br[C:2]1[CH:3]=[C:4]2[C:8](=[CH:9][CH:10]=1)[N:7]([CH2:11][CH:12]1[CH2:17][CH2:16][N:15]([C:18]([C:20]3[CH:25]=[CH:24][CH:23]=[CH:22][CH:21]=3)=[O:19])[CH2:14][CH2:13]1)[CH:6]=[CH:5]2.C1(P(C2C=CC=CC=2)C2C=CC=CC=2)C=CC=CC=1.[C:45]([Si:47]([CH3:50])([CH3:49])[CH3:48])#[CH:46].O, predict the reaction product. The product is: [C:20]1([C:18]([N:15]2[CH2:14][CH2:13][CH:12]([CH2:11][N:7]3[C:8]4[C:4](=[CH:3][C:2]([C:46]#[C:45][Si:47]([CH3:50])([CH3:49])[CH3:48])=[CH:10][CH:9]=4)[CH:5]=[CH:6]3)[CH2:17][CH2:16]2)=[O:19])[CH:21]=[CH:22][CH:23]=[CH:24][CH:25]=1. (7) Given the reactants [CH:1]([O:4][C:5]([N:7]1[CH2:12][CH2:11][CH:10]([O:13][C:14]2[CH:19]=[CH:18][C:17]([C:20]3[CH:25]=[CH:24][C:23]([CH2:26][C@H:27]([NH:37]C(OC(C)(C)C)=O)[C:28]([N:30]4[CH2:34][CH2:33][C:32]([F:36])([F:35])[CH2:31]4)=[O:29])=[C:22]([F:45])[CH:21]=3)=[CH:16][N:15]=2)[CH2:9][CH2:8]1)=[O:6])([CH3:3])[CH3:2].C(O)(C(F)(F)F)=O, predict the reaction product. The product is: [CH:1]([O:4][C:5]([N:7]1[CH2:8][CH2:9][CH:10]([O:13][C:14]2[CH:19]=[CH:18][C:17]([C:20]3[CH:25]=[CH:24][C:23]([CH2:26][C@H:27]([NH2:37])[C:28]([N:30]4[CH2:34][CH2:33][C:32]([F:36])([F:35])[CH2:31]4)=[O:29])=[C:22]([F:45])[CH:21]=3)=[CH:16][N:15]=2)[CH2:11][CH2:12]1)=[O:6])([CH3:3])[CH3:2].